Predict the reaction yield, written as a fraction of the theoretical maximum amount of product (1.0 means a 100% yield; for example, 0.34 means a 34% yield). From a dataset of Reaction yield outcomes from USPTO patents with 853,638 reactions. (1) The reactants are [CH3:1][N:2]([CH3:35])[C:3]([C:5]1[CH:10]=[CH:9][C:8]([N:11]2[C:20]3[C:15](=[N:16][CH:17]=[C:18]([CH2:21][C:22]4[CH:27]=[CH:26][C:25]([F:28])=[CH:24][CH:23]=4)[CH:19]=3)[C:14]([OH:29])=[C:13]([C:30](OC)=[O:31])[C:12]2=[O:34])=[CH:7][CH:6]=1)=[O:4].[N:36]1([CH2:42][CH2:43][NH2:44])[CH2:41][CH2:40][O:39][CH2:38][CH2:37]1. The catalyst is CO. The product is [CH3:1][N:2]([CH3:35])[C:3]([C:5]1[CH:10]=[CH:9][C:8]([N:11]2[C:20]3[C:15](=[N:16][CH:17]=[C:18]([CH2:21][C:22]4[CH:27]=[CH:26][C:25]([F:28])=[CH:24][CH:23]=4)[CH:19]=3)[C:14]([OH:29])=[C:13]([C:30]([NH:44][CH2:43][CH2:42][N:36]3[CH2:41][CH2:40][O:39][CH2:38][CH2:37]3)=[O:31])[C:12]2=[O:34])=[CH:7][CH:6]=1)=[O:4]. The yield is 0.830. (2) The product is [NH2:7][C@H:8]([C:49]1[CH:50]=[CH:51][CH:52]=[CH:53][CH:54]=1)[CH2:9][N:10]1[C:15](=[O:16])[C:14]([N:17]2[CH2:22][CH2:21][N:20]([CH2:23][C:24]3[O:25][C:26]([C:29]([F:30])([F:31])[F:32])=[CH:27][CH:28]=3)[CH:19]([CH2:33][OH:34])[CH2:18]2)=[C:13]([CH3:35])[N:12]([CH2:36][C:37]2[C:42]([C:43]([F:45])([F:46])[F:44])=[CH:41][CH:40]=[CH:39][C:38]=2[F:47])[C:11]1=[O:48]. The catalyst is ClCCl. The yield is 0.810. The reactants are C(OC(=O)[NH:7][C@H:8]([C:49]1[CH:54]=[CH:53][CH:52]=[CH:51][CH:50]=1)[CH2:9][N:10]1[C:15](=[O:16])[C:14]([N:17]2[CH2:22][CH2:21][N:20]([CH2:23][C:24]3[O:25][C:26]([C:29]([F:32])([F:31])[F:30])=[CH:27][CH:28]=3)[CH:19]([CH2:33][OH:34])[CH2:18]2)=[C:13]([CH3:35])[N:12]([CH2:36][C:37]2[C:42]([C:43]([F:46])([F:45])[F:44])=[CH:41][CH:40]=[CH:39][C:38]=2[F:47])[C:11]1=[O:48])(C)(C)C.FC(F)(F)C(O)=O.C(=O)(O)[O-].[Na+].